This data is from Reaction yield outcomes from USPTO patents with 853,638 reactions. The task is: Predict the reaction yield, written as a fraction of the theoretical maximum amount of product (1.0 means a 100% yield; for example, 0.34 means a 34% yield). (1) The reactants are [Cl-:1].[Al+3].[Cl-].[Cl-].[CH:5]1[C:10](Cl)=[CH:9][CH:8]=[C:7]([Cl:12])[CH:6]=1.[C:13]([N:16]1[CH2:24][CH2:23][CH:19]([C:20](Cl)=[O:21])[CH2:18][CH2:17]1)(=[O:15])[CH3:14]. The catalyst is O. The product is [Cl:1][C:9]1[CH:8]=[C:7]([Cl:12])[CH:6]=[CH:5][C:10]=1[C:20]([CH:19]1[CH2:18][CH2:17][N:16]([C:13](=[O:15])[CH3:14])[CH2:24][CH2:23]1)=[O:21]. The yield is 0.500. (2) The catalyst is C1COCC1. The reactants are [I:1][C:2]1[C:6]([C:7](O)=[O:8])=[CH:5][N:4]([CH:10]2[CH2:15][CH2:14][CH2:13][CH2:12][O:11]2)[N:3]=1. The yield is 0.470. The product is [I:1][C:2]1[C:6]([CH2:7][OH:8])=[CH:5][N:4]([CH:10]2[CH2:15][CH2:14][CH2:13][CH2:12][O:11]2)[N:3]=1. (3) The reactants are Br[C:2]1[N:6]([S:7]([C:10]2[CH:11]=[N:12][CH:13]=[CH:14][CH:15]=2)(=[O:9])=[O:8])[CH:5]=[C:4]([CH2:16][N:17]([CH3:25])[C:18](=[O:24])[O:19][C:20]([CH3:23])([CH3:22])[CH3:21])[CH:3]=1.[F:26][C:27]1[CH:32]=[CH:31][CH:30]=[C:29]([O:33][CH3:34])[C:28]=1B(O)O.C(=O)([O-])O.[Na+].COCCOC. The catalyst is C1C=CC([P]([Pd]([P](C2C=CC=CC=2)(C2C=CC=CC=2)C2C=CC=CC=2)([P](C2C=CC=CC=2)(C2C=CC=CC=2)C2C=CC=CC=2)[P](C2C=CC=CC=2)(C2C=CC=CC=2)C2C=CC=CC=2)(C2C=CC=CC=2)C2C=CC=CC=2)=CC=1.O. The product is [F:26][C:27]1[CH:32]=[CH:31][CH:30]=[C:29]([O:33][CH3:34])[C:28]=1[C:2]1[N:6]([S:7]([C:10]2[CH:11]=[N:12][CH:13]=[CH:14][CH:15]=2)(=[O:9])=[O:8])[CH:5]=[C:4]([CH2:16][N:17]([CH3:25])[C:18](=[O:24])[O:19][C:20]([CH3:23])([CH3:22])[CH3:21])[CH:3]=1. The yield is 0.210.